Task: Predict the reaction yield, written as a fraction of the theoretical maximum amount of product (1.0 means a 100% yield; for example, 0.34 means a 34% yield).. Dataset: Reaction yield outcomes from USPTO patents with 853,638 reactions (1) The reactants are [C:1]([CH:5]1[CH2:13][C:12]2[C:7](=[CH:8][CH:9]=[CH:10][CH:11]=2)[NH:6]1)([CH3:4])([CH3:3])[CH3:2].C(C1NC2C(C=1)=CC=CC=2)(C)(C)C.[N+:27]([O-])([O-:29])=[O:28].[K+].C([O-])([O-])=O.[Na+].[Na+]. The catalyst is OS(O)(=O)=O. The product is [C:1]([CH:5]1[CH2:13][C:12]2[C:7](=[CH:8][C:9]([N+:27]([O-:29])=[O:28])=[CH:10][CH:11]=2)[NH:6]1)([CH3:4])([CH3:2])[CH3:3]. The yield is 0.320. (2) The reactants are C([O:3][C:4](=O)[C@:5]([O:11][CH2:12][C:13]([C:28]1[C:33]([F:34])=[CH:32][CH:31]=[C:30]([Br:35])[N:29]=1)([NH:15][S:16]([C:19]1[CH:24]=[CH:23][CH:22]=[CH:21][C:20]=1[N+:25]([O-:27])=[O:26])(=[O:18])=[O:17])[CH3:14])([CH3:10])[C:6]([F:9])([F:8])[F:7])C.CO.[NH3:39]. No catalyst specified. The product is [Br:35][C:30]1[N:29]=[C:28]([C:13]([NH:15][S:16]([C:19]2[CH:24]=[CH:23][CH:22]=[CH:21][C:20]=2[N+:25]([O-:27])=[O:26])(=[O:17])=[O:18])([CH3:14])[CH2:12][O:11][C@@:5]([CH3:10])([C:6]([F:9])([F:8])[F:7])[C:4]([NH2:39])=[O:3])[C:33]([F:34])=[CH:32][CH:31]=1. The yield is 0.730. (3) The reactants are [CH3:1][O:2][C:3]1[C:4]([NH:15][C:16](=[O:20])OCC)=[N:5][C:6]2[C:11]([N:12]=1)=[CH:10][C:9]([O:13][CH3:14])=[CH:8][CH:7]=2.[CH3:21][C:22]1[CH:23]=[C:24]([N:29]2[CH2:34][CH2:33][NH:32][CH2:31][CH2:30]2)[CH:25]=[C:26]([CH3:28])[CH:27]=1. No catalyst specified. The product is [CH3:1][O:2][C:3]1[C:4]([NH:15][C:16]([N:32]2[CH2:33][CH2:34][N:29]([C:24]3[CH:25]=[C:26]([CH3:28])[CH:27]=[C:22]([CH3:21])[CH:23]=3)[CH2:30][CH2:31]2)=[O:20])=[N:5][C:6]2[C:11]([N:12]=1)=[CH:10][C:9]([O:13][CH3:14])=[CH:8][CH:7]=2. The yield is 0.900. (4) The reactants are F[C:2]1[CH:20]=[C:19]([N+:21]([O-:23])=[O:22])[CH:18]=[CH:17][C:3]=1[N:4]([CH2:12][C:13]([F:16])([F:15])[F:14])[C@H:5]([CH2:8][CH:9]([CH3:11])[CH3:10])[CH2:6][OH:7].[H-].[Na+]. The catalyst is C1COCC1. The product is [CH2:8]([C@H:5]1[N:4]([CH2:12][C:13]([F:16])([F:15])[F:14])[C:3]2[CH:17]=[CH:18][C:19]([N+:21]([O-:23])=[O:22])=[CH:20][C:2]=2[O:7][CH2:6]1)[CH:9]([CH3:11])[CH3:10]. The yield is 0.500. (5) The reactants are [I:1][C:2]1[CH:7]=[CH:6][NH:5][C:4](=[O:8])[CH:3]=1.[C:9]([O-])([O-])=O.[K+].[K+].IC.O. The catalyst is CN(C=O)C.CCOC(C)=O. The product is [I:1][C:2]1[CH:7]=[CH:6][N:5]([CH3:9])[C:4](=[O:8])[CH:3]=1. The yield is 0.530. (6) The product is [C:1]([O:5][C:6]([N:8]([C:33]([O:32][C:29]([CH3:31])([CH3:30])[CH3:28])=[O:34])[C:9]1[O:17][C:16]2[C:11](=[N:12][CH:13]=[C:14]([C:18]3[CH2:22][CH2:21][O:20][CH:19]=3)[CH:15]=2)[C:10]=1[C:23]([O:25][CH2:26][CH3:27])=[O:24])=[O:7])([CH3:4])([CH3:3])[CH3:2]. The catalyst is CN(C1C=CN=CC=1)C.C1COCC1. The yield is 0.620. The reactants are [C:1]([O:5][C:6]([NH:8][C:9]1[O:17][C:16]2[C:11](=[N:12][CH:13]=[C:14]([C:18]3[CH2:22][CH2:21][O:20][CH:19]=3)[CH:15]=2)[C:10]=1[C:23]([O:25][CH2:26][CH3:27])=[O:24])=[O:7])([CH3:4])([CH3:3])[CH3:2].[CH3:28][C:29]([O:32][C:33](O[C:33]([O:32][C:29]([CH3:31])([CH3:30])[CH3:28])=[O:34])=[O:34])([CH3:31])[CH3:30]. (7) The reactants are Cl[C:2]1[CH:3]=[C:4]([N+:12]([O-])=O)[C:5]2[O:9][C:8](=[O:10])[NH:7][C:6]=2[CH:11]=1. The catalyst is [Pd].C(O)C. The product is [NH2:12][C:4]1[C:5]2[O:9][C:8](=[O:10])[NH:7][C:6]=2[CH:11]=[CH:2][CH:3]=1. The yield is 0.390.